This data is from Reaction yield outcomes from USPTO patents with 853,638 reactions. The task is: Predict the reaction yield, written as a fraction of the theoretical maximum amount of product (1.0 means a 100% yield; for example, 0.34 means a 34% yield). (1) The reactants are O=P(Cl)(Cl)[Cl:3].[CH3:6][O:7][C:8]1[CH:13]=[CH:12][C:11]([C:14]2[N:15]=[C:16](O)[C:17]3[CH:18]=[C:19]([Br:24])[CH:20]=[N:21][C:22]=3[CH:23]=2)=[CH:10][CH:9]=1. No catalyst specified. The product is [Cl:3][C:16]1[N:15]=[C:14]([C:11]2[CH:12]=[CH:13][C:8]([O:7][CH3:6])=[CH:9][CH:10]=2)[CH:23]=[C:22]2[C:17]=1[CH:18]=[C:19]([Br:24])[CH:20]=[N:21]2. The yield is 0.940. (2) The reactants are [CH3:1][C:2](=[O:7])[CH2:3][CH2:4][CH2:5][CH3:6].[CH3:8][N:9]([CH:11](OC)OC)[CH3:10]. The catalyst is CN(C=O)C. The product is [CH3:8][N:9]([CH3:11])/[CH:10]=[CH:1]/[C:2](=[O:7])[CH2:3][CH2:4][CH2:5][CH3:6]. The yield is 0.190.